From a dataset of Reaction yield outcomes from USPTO patents with 853,638 reactions. Predict the reaction yield, written as a fraction of the theoretical maximum amount of product (1.0 means a 100% yield; for example, 0.34 means a 34% yield). (1) The reactants are [Cl:1][CH2:2][C:3]1[N:7]=[C:6]([C:8]2[CH:13]=[CH:12][CH:11]=[CH:10][CH:9]=2)[O:5][N:4]=1.[C:14]1([CH:20]([NH:32][C:33]2[CH:38]=[CH:37][CH:36]=[CH:35][C:34]=2[CH3:39])[C:21]([O:23][C@@H:24]2[CH:29]3[CH2:30][CH2:31][N:26]([CH2:27][CH2:28]3)[CH2:25]2)=[O:22])[CH:19]=[CH:18][CH:17]=[CH:16][CH:15]=1. The catalyst is C(#N)C.C(OCC)(=O)C. The product is [Cl-:1].[C:8]1([C:6]2[O:5][N:4]=[C:3]([CH2:2][N+:26]34[CH2:27][CH2:28][CH:29]([CH2:30][CH2:31]3)[C@@H:24]([O:23][C:21](=[O:22])[CH:20]([C:14]3[CH:19]=[CH:18][CH:17]=[CH:16][CH:15]=3)[NH:32][C:33]3[CH:38]=[CH:37][CH:36]=[CH:35][C:34]=3[CH3:39])[CH2:25]4)[N:7]=2)[CH:13]=[CH:12][CH:11]=[CH:10][CH:9]=1. The yield is 0.190. (2) The reactants are [CH2:1]([O:4][C:5]1([CH3:39])[CH2:10][CH2:9][N:8]([C:11]2[N:16]3[CH:17]=[C:18]([C:20]4[CH:25]=[CH:24][CH:23]=[C:22](Br)[CH:21]=4)[N:19]=[C:15]3[C:14]([CH3:27])=[C:13]([CH3:28])[C:12]=2[C@H:29]([O:34][C:35]([CH3:38])([CH3:37])[CH3:36])[C:30]([O:32][CH3:33])=[O:31])[CH2:7][CH2:6]1)[CH:2]=[CH2:3].COC1C=CC=C(OC)C=1C1C=CC=CC=1P(C1CCCCC1)C1CCCCC1.[F:69][C:70]1[C:75]([F:76])=[CH:74][C:73](B2OC(=O)CN(C)CC(=O)O2)=[C:72]([O:88][C@H:89]([CH2:91][CH:92]=[CH2:93])[CH3:90])[CH:71]=1.[O-]P([O-])([O-])=O.[K+].[K+].[K+]. The catalyst is O1CCOCC1.O.CCOC(C)=O.CC([O-])=O.CC([O-])=O.[Pd+2]. The product is [CH2:1]([O:4][C:5]1([CH3:39])[CH2:10][CH2:9][N:8]([C:11]2[N:16]3[CH:17]=[C:18]([C:20]4[CH:21]=[C:22]([C:73]5[CH:74]=[C:75]([F:76])[C:70]([F:69])=[CH:71][C:72]=5[O:88][C@H:89]([CH2:91][CH:92]=[CH2:93])[CH3:90])[CH:23]=[CH:24][CH:25]=4)[N:19]=[C:15]3[C:14]([CH3:27])=[C:13]([CH3:28])[C:12]=2[C@H:29]([O:34][C:35]([CH3:38])([CH3:37])[CH3:36])[C:30]([O:32][CH3:33])=[O:31])[CH2:7][CH2:6]1)[CH:2]=[CH2:3]. The yield is 0.840.